From a dataset of Antibody-antigen binding affinity with 493 pairs from SAbDab. Regression. Given the amino acid sequences of an antibody and an antigen, predict their binding affinity value. We predict pKd (pKd = -log10(Kd in M); higher means stronger binding). (1) The antibody sequence is ['EVQLQESGAELMKPGASVKLSCKTSGYTFIGYWIEWLKQRPGHGLEWVGEIFPGSGRTKYNEKFKGRATFTADTSSNMAYMQLSSLTTEDSAIYYCARYYYGSYYALDYWGQGTSVTVSSAKTTAPSVYPLAPVCGGTTGSSVTLGCLVKGYFPEPVTLTWNSGSLSSGVHTFPALLQSGLYTLSSSVTVTSNTWPSQTITCNVAHPASSTKVDKKIEPRVP', 'DIVMTQSPSSLSVSAGEKVTLSCKSSQSLLHSGNQKNYLAWYQQKPGQAPKLLIYGASTRESGVPDRFTGSGSGTDFTLTISSVQAEDLAVYYCQNDHSYPLTFGAGTKLELKRADAAPTVSIFPPSSEQLTSGGASVVCFLNNFYPKDINVKWKIDGSERQNGVLNSWTDQDSKDSTYSMSSTLTLTKDEYERHNSYTCEATHKTSTSPIVKSFNRNEC']. The antigen (zika envelope diii) has sequence MRLKGVSYSLCTAAFTFTKIPAETLHGTVTVEVQYAGTDGPCKVPAQMAVDMQTLTPVGRLITANPVITESTENSKMMLELDPPFGDSYIVIGVGEKKITHHWHRSGSTI. The pKd is 6.6. (2) The antibody sequence is ['EIQLQQSGPELVKPGASVKVSCKASGYSFTDYFIYWVKQSHGKSLEWIGDIDPYNGDTSYNQKFRDKATLTVDQSSTTAFMHLNSLTSEDSAVYFCARGLRFWGQGTLVTVSAAKTTPPSVYPLAPGSAAQTNSMVTLGCLVKGYFPEPVTVTWNSGSLSSGVHTFPAVLQSDLYTLSSSVTVPSSTWPSETVTCNVAHPASSTKVDKKIVPRDCG', 'DIQMTQSPSSLSASLGERVSLTCRASQDIGSKLYWLQQEPDGTFKRLIYATSSLDSGVPKRFSGSRSGSDYSLTISSLESEDFVDYYCLQYASSPYTFGGGTKLAIKRADAAPTVSIFPPSSEQLTSGGASVVCFLNNFYPKDINVKWKIDGSERQNGVLNSWTDQDSKDSTYSMSSTLTLTKDEYERHNSYTCEATHKTSTSPIVKSFNRNEC']. The antigen (interleukin-18) has sequence YFGKLESKLSVIRNLNDQVLFIDQGNRPLFEDMTDSDARDNAPRTIFIISMYKDSQPRGMAVTISVKAEKISTLSAENKIISFKEMNPPDNIKDTKSDIIFFQRSVPGHDNKMQFESSSYEGYFLAAEKERDLFKLILKKEDELGDRSIMFTVQNED. The pKd is 9.3.